This data is from Reaction yield outcomes from USPTO patents with 853,638 reactions. The task is: Predict the reaction yield, written as a fraction of the theoretical maximum amount of product (1.0 means a 100% yield; for example, 0.34 means a 34% yield). (1) The reactants are [CH2:1]([N:8]([CH2:16][CH2:17][N:18]1[CH:27]([CH2:28][C:29]2[CH:34]=[CH:33][CH:32]=[CH:31][CH:30]=2)[CH2:26][C:25]2[C:20](=[CH:21][CH:22]=[C:23]([F:35])[CH:24]=2)[CH2:19]1)C(=O)OC(C)(C)C)[C:2]1[CH:7]=[CH:6][CH:5]=[CH:4][CH:3]=1. The catalyst is Cl.C(OCC)(=O)C. The product is [CH2:1]([NH:8][CH2:16][CH2:17][N:18]1[CH:27]([CH2:28][C:29]2[CH:34]=[CH:33][CH:32]=[CH:31][CH:30]=2)[CH2:26][C:25]2[C:20](=[CH:21][CH:22]=[C:23]([F:35])[CH:24]=2)[CH2:19]1)[C:2]1[CH:7]=[CH:6][CH:5]=[CH:4][CH:3]=1. The yield is 0.990. (2) The reactants are Br[CH2:2][CH2:3][CH:4]=[C:5]1[C:15]2[C:10](=[N:11][CH:12]=[CH:13][CH:14]=2)[O:9][C:8]2[CH:16]=[CH:17][CH:18]=[C:19]([OH:20])[C:7]=2[CH2:6]1.[F:21][C:22]1[CH:27]=[CH:26][C:25]([C:28]2([OH:34])[CH2:33][CH2:32][NH:31][CH2:30][CH2:29]2)=[CH:24][CH:23]=1.C(N(CC)CC)C. The catalyst is CN(C=O)C. The product is [F:21][C:22]1[CH:27]=[CH:26][C:25]([C:28]2([OH:34])[CH2:29][CH2:30][N:31]([CH2:2][CH2:3][CH:4]=[C:5]3[C:15]4[C:10](=[N:11][CH:12]=[CH:13][CH:14]=4)[O:9][C:8]4[CH:16]=[CH:17][CH:18]=[C:19]([OH:20])[C:7]=4[CH2:6]3)[CH2:32][CH2:33]2)=[CH:24][CH:23]=1. The yield is 0.390. (3) The reactants are [C:1]([O:5][C:6]([N:8]1[C:16]2[CH:15]=[C:14](Cl)[N:13]=[CH:12][C:11]=2[C:10]([CH3:19])([CH3:18])[CH2:9]1)=[O:7])([CH3:4])([CH3:3])[CH3:2].[NH2:20][C:21]1[CH:26]=[CH:25][CH:24]=[CH:23][CH:22]=1.CC([O-])(C)C.[Na+]. The catalyst is C1(C)C=CC=CC=1.C1C=CC(/C=C/C(/C=C/C2C=CC=CC=2)=O)=CC=1.C1C=CC(/C=C/C(/C=C/C2C=CC=CC=2)=O)=CC=1.C1C=CC(/C=C/C(/C=C/C2C=CC=CC=2)=O)=CC=1.[Pd].[Pd]. The product is [C:1]([O:5][C:6]([N:8]1[C:16]2[CH:15]=[C:14]([NH:20][C:21]3[CH:26]=[CH:25][CH:24]=[CH:23][CH:22]=3)[N:13]=[CH:12][C:11]=2[C:10]([CH3:19])([CH3:18])[CH2:9]1)=[O:7])([CH3:4])([CH3:3])[CH3:2]. The yield is 0.500. (4) The reactants are [Cl:1][C:2]1[CH:3]=[C:4](B(O)O)[CH:5]=[CH:6][CH:7]=1.C([O-])(=O)C.C([O-])(=O)C.[Cl:19][C:20]1[CH:21]=[C:22]([I+2:26])[CH:23]=[CH:24][CH:25]=1.[F:27][B-:28]([F:31])([F:30])[F:29].[Na+]. The catalyst is C(Cl)Cl. The product is [F:27][B-:28]([F:31])([F:30])[F:29].[Cl:1][C:2]1[CH:3]=[C:4]([I+:26][C:22]2[CH:23]=[CH:24][CH:25]=[C:20]([Cl:19])[CH:21]=2)[CH:5]=[CH:6][CH:7]=1. The yield is 0.680. (5) The reactants are Cl[C:2]1[C:7]([O:8][CH3:9])=[CH:6][C:5]([F:10])=[CH:4][N:3]=1.CC(C)([O-])C.[Na+].C1C=CC(P(C2C(C3C(P(C4C=CC=CC=4)C4C=CC=CC=4)=CC=C4C=3C=CC=C4)=C3C(C=CC=C3)=CC=2)C2C=CC=CC=2)=CC=1.C(=[NH:76])(C1C=CC=CC=1)C1C=CC=CC=1. The catalyst is C1(C)C=CC=CC=1.C1C=CC(/C=C/C(/C=C/C2C=CC=CC=2)=O)=CC=1.C1C=CC(/C=C/C(/C=C/C2C=CC=CC=2)=O)=CC=1.C1C=CC(/C=C/C(/C=C/C2C=CC=CC=2)=O)=CC=1.[Pd].[Pd]. The product is [F:10][C:5]1[CH:6]=[C:7]([O:8][CH3:9])[C:2]([NH2:76])=[N:3][CH:4]=1. The yield is 0.700. (6) The reactants are [CH2:1]([O:3][C:4]([C:6]1[CH:7]=[N:8][NH:9][C:10]=1[C:11]([F:14])([F:13])[F:12])=[O:5])[CH3:2].C(=O)([O-])[O-].[Cs+].[Cs+].I[CH:22]([CH3:24])[CH3:23]. The catalyst is CN(C=O)C. The product is [CH2:1]([O:3][C:4]([C:6]1[C:10]([C:11]([F:13])([F:14])[F:12])=[N:9][N:8]([CH:22]([CH3:24])[CH3:23])[CH:7]=1)=[O:5])[CH3:2]. The yield is 0.650. (7) The reactants are [OH:1][CH2:2][C:3]1[CH:4]=[C:5]([CH:14]=[CH:15][CH:16]=1)[CH:6]=[CH:7][CH:8]=[N:9][NH:10][C:11]([NH2:13])=[S:12].Br[CH2:18][C:19]([C:21]1[CH:26]=[CH:25][C:24]([C:27]([F:30])([F:29])[F:28])=[CH:23][CH:22]=1)=O. No catalyst specified. The product is [F:28][C:27]([F:29])([F:30])[C:24]1[CH:23]=[CH:22][C:21]([C:19]2[N:13]=[C:11]([NH:10][N:9]=[CH:8]/[CH:7]=[CH:6]/[C:5]3[CH:4]=[C:3]([CH2:2][OH:1])[CH:16]=[CH:15][CH:14]=3)[S:12][CH:18]=2)=[CH:26][CH:25]=1. The yield is 0.370.